From a dataset of Drug-target binding data from BindingDB using Ki measurements. Regression. Given a target protein amino acid sequence and a drug SMILES string, predict the binding affinity score between them. We predict pKi (pKi = -log10(Ki in M); higher means stronger inhibition). Dataset: bindingdb_ki. (1) The small molecule is CCCCCCCCCCCC(=O)N[C@H](C(=O)N[C@H](C(=O)N[C@H](C(=O)N[C@@H](Cc1ccc(O)cc1)C(=O)N[C@@H](CCCCN)C(=O)N[C@@H](Cc1ccccc1)C(=O)O)[C@@H](C)O)C(C)C)[C@@H](C)O. The target protein (P30656) has sequence MQAIADSFSVPNRLVKELQYDNEQNLESDFVTGASQFQRLAPSLTVPPIASPQQFLRAHTDDSRNPDCKIKIAHGTTTLAFRFQGGIIVAVDSRATAGNWVASQTVKKVIEINPFLLGTMAGGAADCQFWETWLGSQCRLHELREKERISVAAASKILSNLVYQYKGAGLSMGTMICGYTRKEGPTIYYVDSDGTRLKGDIFCVGSGQTFAYGVLDSNYKWDLSVEDALYLGKRSILAAAHRDAYSGGSVNLYHVTEDGWIYHGNHDVGELFWKVKEEEGSFNNVIG. The pKi is 4.1. (2) The drug is NC1=N[C@@H](CCc2ccc(OC(F)(F)F)c(Cl)c2)CO1. The target protein (Q923Y8) has sequence MHLCHAITNISHRNSDWSREVQASLYSLMSLIILATLVGNLIVIISISHFKQLHTPTNWLLHSMAIVDFLLGCLIMPCSMVRTVERCWYFGEILCKVHTSTDIMLSSASIFHLAFISIDRYCAVCDPLRYKAKINISTILVMILVSWSLPAVYAFGMIFLELNLKGVEELYRSQVSDLGGCSPFFSKVSGVLAFMTSFYIPGSVMLFVYYRIYFIAKGQARSINRTNVQVGLEGKSQAPQSKETKAAKTLGIMVGVFLVCWCPFFLCTVLDPFLGYVIPPSLNDALYWFGYLNSALNPMVYAFFYPWFRRALKMVLLGKIFQKDSSRSKLFL. The pKi is 9.0. (3) The drug is CC[C@H](C)[C@H](NC(=O)[C@H](N)Cc1ccc(O)cc1)C(=O)N[C@@H](CC(N)=O)C(=O)N[C@@H](CO)C(=O)N[C@@H](Cc1ccccc1)C(=O)NNC(=O)N[C@@H](CC(C)C)C(=O)N[C@@H](CCCN=C(N)NC)C(=O)N[C@@H](Cc1ccccc1)C(N)=O. The target protein sequence is MHTVATSGPNASWGAPANASGCPGCGANASDGPVPSPRAVDAWLVPLFFAALMLLGLVGNSLVIYVICRHKPMRTVTNFYIANLAATDVTFLLCCVPFTALLYPLPGWVLGDFMCKFVNYIQQVSVQATCATLTAMSVDRWYVTVFPLRALHRRTPRLALAVSLSIWVGSAAVSAPVLALHRLSPGPRAYCSEAFPSRALERAFALYNLLALYLLPLLATCACYAAMLRHLGRVAVRPAPADSALQGQVLAERAGAVRAKVSRLVAAVVLLFAACWGPIQLFLVLQALGPAGSWHPRSYAAYALKTWAHCMSYSNSALNPLLYAFLGSHFRQAFRRVCPCAPRRPRRPRRPGPSDPAAPHAELLRLGSHPAPARAQKPGSSGLAARGLCVLGEDNAPL. The pKi is 9.7. (4) The target protein (Q80UJ1) has sequence MAFTDLLDALGGVGRFQLVYTALLLLPCGLLACHTFLQNFTAAAPPHHCQHPANYTEPTTNVSGVWLRAAIPLNQHGDPEPCRRYVEPQWALLKPNASSHGVATEGCKDGWVYDRSIFPSTIVMEWDLVCEARTLRDLAQSIYMSGVLVGAALFGGLADRLGRKAPLVWSYLQLAVSGAATAYVGSFSAYCVFRFLMGMTFSGIILNSLSLVVEWMPTRGRTVAGILLGFSFTLGQLILAGVAYLIRPWRWLQFAVSAPFLVFFLYSWWLPESSRWLLLHGKAQQAVQNLQKVAMMNGRKAEGERLTTEVVSSYIQDEFASVRTSNSILDLFRTPAIRRVTCCLMGVWFSNSVAYYGLAMDLQKFGLSIYLVQALFGIIDIPAMLVATTTMIYVGRRATVSSFLILAGLMVIANMFMPEDLQTLRTVQAALGKGCLASSFICVYLFTGELYPTEIRQMGMGFASVNARLGGLVAPLITTLGEISPVLPPVSFGATSVLAG.... The pKi is 4.5. The compound is O=C([O-])C(=O)Cc1ccccc1. (5) The drug is NCCCC(N)C(=O)NC(CCCN)C(=O)O. The target protein (Q64560) has sequence MATAATEEPFPFHGLLPKKETGASSFLCRYPEYDGRGVLIAVLDTGVDPGAPGMQVTTDGKPKIIDIIDTTGSGDVNTATEVEPKDGEITGLSGRVLKIPANWTNPSGKYHIGIKNGYDFYPKALKERIQKERKEKIWDPIHRVALAEACRKQEEFDIANNGSSQANKLIKEELQSQVELLNSFEKKYSDPGPVYDCLVWHDGETWRACVDSNENGDLGKSTVLRNYKEAQEYGSFGTAEMLNYSVNIYDDGNLLSIVTSGGAHGTHVASIAAGHFPEEPERNGVAPGAQILSIKIGDTRLSTMETGTGLIRAMIEVINHKCDLVNYSYGEATHWPNSGRICEVINEAVWKHNTIYVSSAGNNGPCLSTVGCPGGTTSSVIGVGAYVSPDMMVAEYSLREKLPANQYTWSSRGPSADGALGVSISAPGGAIASVPNWTLRGTQLMNGTSMSSPNACGGIALVLSGLKANNVDYTVHSVRRALENTAIKADNIEVFAQGHG.... The pKi is 2.8. (6) The drug is CC(C)C[C@H](NC(=O)CNC(=O)[C@H](C)NC(=O)[C@H](CC(C)C)NC(=O)[C@H](CCCN=C(N)N)NC(=O)[C@H](Cc1cnc[nH]1)NC(=O)[C@@H](NC(=O)[C@@H](NCc1ccc(O)cc1)C(C)C)[C@@H](C)O)C(=O)N[C@@H](CC(C)C)C(=O)N[C@@H](CO)C(=O)N[C@@H](CCCN=C(N)N)C(=O)N[C@@H](CO)C(=O)NCC(=O)NCC(=O)N[C@H](C(=O)N[C@H](C(=O)N[C@@H](CCCCN)C(=O)N[C@@H](CC(N)=O)C(=O)N[C@@H](CC(N)=O)C(=O)N[C@@H](Cc1ccccc1)C(=O)N[C@H](C(=O)N1CCC[C@H]1C(=O)N[C@H](C(=O)N[C@@H](CC(N)=O)C(=O)N[C@H](C(=O)NCC(=O)N[C@@H](CO)C(=O)N[C@@H](CCCCN)C(=O)N[C@@H](C)C(=O)N[C@@H](Cc1ccccc1)C(N)=O)C(C)C)[C@@H](C)O)C(C)C)C(C)C)C(C)C. The target protein (Q867C0) has sequence MARGLRGLPRRGLWLLLVNHLFLATACQDTDHAALLRKYCLPQFQVDMEAIGKALWCDWDKTIGSYKDLSDCTRLVAQRLDCFWPNAAVDKFFLGVHQQYFRNCPVSGRALQDPPSSVLCPFIVVPILATLLMTALVVWRSKRPEGIV. The pKi is 9.8.